From a dataset of Full USPTO retrosynthesis dataset with 1.9M reactions from patents (1976-2016). Predict the reactants needed to synthesize the given product. The reactants are: [CH2:1]([O:3][C:4]([N:6]1[CH2:12][CH2:11][C:10]2=[N:13][C:14]([C:18]3[CH:23]=[CH:22][N:21]=[CH:20][N:19]=3)=[CH:15][C:16](=[O:17])[N:9]2[CH2:8][CH2:7]1)=[O:5])[CH3:2].C[Si]([N-][Si](C)(C)C)(C)C.[Li+].[CH2:34](I)[CH3:35]. Given the product [CH2:1]([O:3][C:4]([N:6]1[CH2:12][CH:11]([CH2:34][CH3:35])[C:10]2=[N:13][C:14]([C:18]3[CH:23]=[CH:22][N:21]=[CH:20][N:19]=3)=[CH:15][C:16](=[O:17])[N:9]2[CH2:8][CH2:7]1)=[O:5])[CH3:2], predict the reactants needed to synthesize it.